From a dataset of Forward reaction prediction with 1.9M reactions from USPTO patents (1976-2016). Predict the product of the given reaction. (1) Given the reactants [C:1]([NH:4][C:5]1[CH:6]=[C:7]2[C:12](=[CH:13][CH:14]=1)[C:11](=[O:15])[CH2:10][CH2:9][CH2:8]2)(=[O:3])[CH3:2].[CH:16]1([CH:21]=O)[CH2:20][CH2:19][CH2:18][CH2:17]1.N1CCCC1.Cl, predict the reaction product. The product is: [CH:16]1(/[CH:21]=[C:10]2/[C:11](=[O:15])[C:12]3[CH:13]=[CH:14][C:5]([NH:4][C:1](=[O:3])[CH3:2])=[CH:6][C:7]=3[CH2:8][CH2:9]/2)[CH2:20][CH2:19][CH2:18][CH2:17]1. (2) Given the reactants [Cl:1][C:2]1[C:3]2[C:17]([C:18]#[C:19][CH2:20]O)=[CH:16][N:15]([CH2:22][C:23]3[C:28]([CH3:29])=[C:27]([O:30][CH3:31])[C:26]([CH3:32])=[CH:25][N:24]=3)[C:4]=2[N:5]=[C:6]([NH:8][C:9](=[O:14])[C:10]([CH3:13])([CH3:12])[CH3:11])[N:7]=1.CS(Cl)(=O)=O.S([O-])(=O)(=O)C.[CH2:43]([NH:47][CH2:48][CH:49]([CH3:51])[CH3:50])[CH:44]([CH3:46])[CH3:45], predict the reaction product. The product is: [Cl:1][C:2]1[C:3]2[C:17]([C:18]#[C:19][CH2:20][N:47]([CH2:48][CH:49]([CH3:51])[CH3:50])[CH2:43][CH:44]([CH3:46])[CH3:45])=[CH:16][N:15]([CH2:22][C:23]3[C:28]([CH3:29])=[C:27]([O:30][CH3:31])[C:26]([CH3:32])=[CH:25][N:24]=3)[C:4]=2[N:5]=[C:6]([NH:8][C:9](=[O:14])[C:10]([CH3:11])([CH3:12])[CH3:13])[N:7]=1.